From a dataset of Forward reaction prediction with 1.9M reactions from USPTO patents (1976-2016). Predict the product of the given reaction. (1) Given the reactants [CH3:1][O:2][N:3]=[CH:4][CH:5]([C:9]1[CH:14]=[CH:13][C:12]([Cl:15])=[CH:11][C:10]=1[Cl:16])[CH2:6][CH2:7][CH3:8].C([BH3-])#N.[Na+], predict the reaction product. The product is: [Cl:16][C:10]1[CH:11]=[C:12]([Cl:15])[CH:13]=[CH:14][C:9]=1[CH:5]([CH2:6][CH2:7][CH3:8])[CH2:4][NH:3][O:2][CH3:1]. (2) Given the reactants [F:1][C:2]1[CH:7]=[CH:6][C:5]([C:8]2[S:12][C:11]([CH3:13])=[N:10][C:9]=2[C:14]([OH:16])=O)=[CH:4][CH:3]=1.[NH:17]1[CH2:22][CH2:21][CH2:20][C@@H:19]([NH:23][C:24]([C:26]2[N:33]3[C:29]([S:30][CH:31]=[CH:32]3)=[N:28][C:27]=2[CH3:34])=[O:25])[CH2:18]1, predict the reaction product. The product is: [F:1][C:2]1[CH:3]=[CH:4][C:5]([C:8]2[S:12][C:11]([CH3:13])=[N:10][C:9]=2[C:14]([N:17]2[CH2:22][CH2:21][CH2:20][C@@H:19]([NH:23][C:24]([C:26]3[N:33]4[C:29]([S:30][CH:31]=[CH:32]4)=[N:28][C:27]=3[CH3:34])=[O:25])[CH2:18]2)=[O:16])=[CH:6][CH:7]=1. (3) Given the reactants [Cl-:1].[Mg+2:2].[Cl-].[CH2:4]([OH:15])[C@H:5]([C@H:7]([C@@H:9]([C@@H:11]([CH2:13][OH:14])[OH:12])[OH:10])[OH:8])[OH:6].Cl, predict the reaction product. The product is: [Cl-:1].[Mg+2:2].[Cl-:1].[CH2:13]([OH:14])[C@H:11]([C@H:9]([C@@H:7]([C@@H:5]([CH2:4][OH:15])[OH:6])[OH:8])[OH:10])[OH:12]. (4) Given the reactants [OH:1][C@@H:2]1[CH2:13][CH2:12][C@:11]([OH:15])([CH3:14])[C@@H:10]([OH:16])[CH:9]=[CH:8][CH2:7][C@@H:6](/[C:17](/[CH3:21])=[CH:18]/[CH:19]=[CH2:20])[NH:5][C:4](=[O:22])[CH2:3]1.[C:23](OC(=O)C)(=[O:25])[CH3:24].C(N(CC)CC)C, predict the reaction product. The product is: [C:23]([O:16][C@@H:10]1[C@@:11]([OH:15])([CH3:14])[CH2:12][CH2:13][C@@H:2]([OH:1])[CH2:3][C:4](=[O:22])[NH:5][C@H:6](/[C:17](/[CH3:21])=[CH:18]/[CH:19]=[CH2:20])[CH2:7][CH:8]=[CH:9]1)(=[O:25])[CH3:24].